The task is: Regression. Given two drug SMILES strings and cell line genomic features, predict the synergy score measuring deviation from expected non-interaction effect.. This data is from NCI-60 drug combinations with 297,098 pairs across 59 cell lines. Drug 1: C1C(C(OC1N2C=NC3=C(N=C(N=C32)Cl)N)CO)O. Drug 2: C1CN(P(=O)(OC1)NCCCl)CCCl. Cell line: HT29. Synergy scores: CSS=18.1, Synergy_ZIP=-3.55, Synergy_Bliss=4.79, Synergy_Loewe=-21.7, Synergy_HSA=0.161.